The task is: Predict the reactants needed to synthesize the given product.. This data is from Full USPTO retrosynthesis dataset with 1.9M reactions from patents (1976-2016). (1) Given the product [CH2:1]([N:8]1[CH:12]=[C:11]([C:13]2[NH:21][C:20]3[C:19](=[O:22])[N:18]([CH2:23][CH2:24][CH3:25])[C:17]([O:40][CH3:39])=[N:16][C:15]=3[N:14]=2)[CH:10]=[N:9]1)[C:2]1[CH:7]=[CH:6][CH:5]=[CH:4][CH:3]=1, predict the reactants needed to synthesize it. The reactants are: [CH2:1]([N:8]1[CH:12]=[C:11]([C:13]2[NH:21][C:20]3[C:19](=[O:22])[N:18]([CH2:23][CH2:24][CH3:25])[C:17](Cl)=[N:16][C:15]=3[N:14]=2)[CH:10]=[N:9]1)[C:2]1[CH:7]=[CH:6][CH:5]=[CH:4][CH:3]=1.C(N(C(C)C)CC)(C)C.CNC.[CH3:39][OH:40]. (2) Given the product [CH2:13]([NH:16][C:10]1[C:5]2[S:4][CH:3]=[C:2]([Br:1])[C:6]=2[N:7]=[C:8]([Cl:12])[N:9]=1)[CH:14]=[CH2:15], predict the reactants needed to synthesize it. The reactants are: [Br:1][C:2]1[C:6]2[N:7]=[C:8]([Cl:12])[N:9]=[C:10](Cl)[C:5]=2[S:4][CH:3]=1.[CH2:13]([NH2:16])[CH:14]=[CH2:15]. (3) Given the product [CH3:13][O:12][C:11](=[O:29])[CH2:10][C:2]1[S:1][C:5]2[CH:6]=[CH:7][CH:8]=[CH:9][C:4]=2[N:3]=1, predict the reactants needed to synthesize it. The reactants are: [S:1]1[C:5]2[CH:6]=[CH:7][CH:8]=[CH:9][C:4]=2[N:3]=[C:2]1[C:10]1[C:11](=[O:29])[O:12][C:13]2C(C=1)=CC=C(N1CCN(CCO)CC1)C=2.C(N(C(C)C)CC)(C)C.S(Cl)(C1C=CC(C)=CC=1)(=O)=O. (4) Given the product [CH3:1][O:2][C:3]1[CH:4]=[CH:5][C:6]([CH:9]2[O:10][CH2:11][CH2:12][NH:13][CH:14]2[CH3:15])=[CH:7][CH:8]=1, predict the reactants needed to synthesize it. The reactants are: [CH3:1][O:2][C:3]1[CH:8]=[CH:7][C:6]([CH:9]2[CH:14]([CH3:15])[NH:13][C:12](=O)[CH2:11][O:10]2)=[CH:5][CH:4]=1. (5) Given the product [C:20]([C:24]1[N:29]=[C:28]([N:30]2[CH2:35][CH2:34][N:33]([CH2:36][CH2:37][CH2:38][CH2:39][NH:40][C:15]([CH:12]3[CH2:11][CH2:10][N:9]([C:6]4[CH:5]=[CH:4][C:3]([C:2]([F:1])([F:19])[F:18])=[CH:8][N:7]=4)[CH2:14][CH2:13]3)=[O:17])[CH2:32][CH2:31]2)[CH:27]=[C:26]([C:41]([F:43])([F:44])[F:42])[N:25]=1)([CH3:23])([CH3:21])[CH3:22], predict the reactants needed to synthesize it. The reactants are: [F:1][C:2]([F:19])([F:18])[C:3]1[CH:4]=[CH:5][C:6]([N:9]2[CH2:14][CH2:13][CH:12]([C:15]([OH:17])=O)[CH2:11][CH2:10]2)=[N:7][CH:8]=1.[C:20]([C:24]1[N:29]=[C:28]([N:30]2[CH2:35][CH2:34][N:33]([CH2:36][CH2:37][CH2:38][CH2:39][NH2:40])[CH2:32][CH2:31]2)[CH:27]=[C:26]([C:41]([F:44])([F:43])[F:42])[N:25]=1)([CH3:23])([CH3:22])[CH3:21]. (6) Given the product [CH3:1][O:8][C:9](=[O:37])[C@H:10]([CH2:14][C:38]1[CH:43]=[CH:42][CH:41]=[CH:40][CH:39]=1)[NH:11][C:15](=[O:36])[CH2:16][CH2:17][C:18](=[O:35])[C@@H:19]([NH:27][C:28]([O:30][C:31]([CH3:33])([CH3:32])[CH3:34])=[O:29])[CH2:20][C:21]1[CH:22]=[CH:23][CH:24]=[CH:25][CH:26]=1, predict the reactants needed to synthesize it. The reactants are: [CH2:1]([O:8][C:9](=[O:37])[C@@H:10]1[CH2:14]CC[N:11]1[C:15](=[O:36])[CH2:16][CH2:17][C:18](=[O:35])[C@@H:19]([NH:27][C:28]([O:30][C:31]([CH3:34])([CH3:33])[CH3:32])=[O:29])[CH2:20][C:21]1[CH:26]=[CH:25][CH:24]=[CH:23][CH:22]=1)C1C=CC=CC=1.[C:38]1(C[C@H](NC(OC(C)(C)C)=O)C(=O)CCC(O)=O)[CH:43]=[CH:42][CH:41]=[CH:40][CH:39]=1.Cl.COC(=O)[C@H](CC1C=CC=CC=1)N.O.ON1C2C=CC=CC=2N=N1.Cl.C(N=C=NCCCN(C)C)C.CCN(C(C)C)C(C)C.